This data is from NCI-60 drug combinations with 297,098 pairs across 59 cell lines. The task is: Regression. Given two drug SMILES strings and cell line genomic features, predict the synergy score measuring deviation from expected non-interaction effect. Drug 1: C(=O)(N)NO. Drug 2: C1=NNC2=C1C(=O)NC=N2. Cell line: MCF7. Synergy scores: CSS=2.70, Synergy_ZIP=-2.92, Synergy_Bliss=-3.60, Synergy_Loewe=-3.95, Synergy_HSA=-2.72.